From a dataset of Forward reaction prediction with 1.9M reactions from USPTO patents (1976-2016). Predict the product of the given reaction. (1) Given the reactants [N:1]1[CH:6]=[CH:5][CH:4]=[C:3]([NH:7][C:8](=[O:15])OCC(Cl)(Cl)Cl)[N:2]=1.Cl.Cl.[F:18][C:19]1[CH:20]=[C:21]([C:25]2[CH:30]=[CH:29][N:28]=[C:27]([N:31]3[CH2:36][CH2:35][NH:34][CH2:33][CH2:32]3)[N:26]=2)[CH:22]=[CH:23][CH:24]=1, predict the reaction product. The product is: [F:18][C:19]1[CH:20]=[C:21]([C:25]2[CH:30]=[CH:29][N:28]=[C:27]([N:31]3[CH2:36][CH2:35][N:34]([C:8]([NH:7][C:3]4[N:2]=[N:1][CH:6]=[CH:5][CH:4]=4)=[O:15])[CH2:33][CH2:32]3)[N:26]=2)[CH:22]=[CH:23][CH:24]=1. (2) Given the reactants [NH2:1][C:2]1[N:11]=[CH:10][C:9]2[C:8](=[O:12])[CH2:7][CH:6]([C:13]3[CH:18]=[CH:17][CH:16]=[CH:15][C:14]=3Br)[CH2:5][C:4]=2[N:3]=1.NC1N=C[C:28]2[C:27](=O)[CH2:26][CH:25](C3C=CC(F)=CC=3C3C=NC=CC=3)[CH2:24][C:23]=2N=1.C1(B(O)O)C=CC=CC=1, predict the reaction product. The product is: [NH2:1][C:2]1[N:11]=[CH:10][C:9]2[C:8](=[O:12])[CH2:7][CH:6]([C:13]3[CH:18]=[CH:17][CH:16]=[CH:15][C:14]=3[C:23]3[CH:24]=[CH:25][CH:26]=[CH:27][CH:28]=3)[CH2:5][C:4]=2[N:3]=1.